From a dataset of Catalyst prediction with 721,799 reactions and 888 catalyst types from USPTO. Predict which catalyst facilitates the given reaction. (1) Reactant: FC(F)(F)C([O-])=O.[N:8]1([S:13]([N:16]2[CH:20]=[CH:19][N+:18](C)=[CH:17]2)(=[O:15])=[O:14])[CH:12]=[CH:11]N=[CH:9]1.N1CC[CH:25]([C:28]2[O:32][N:31]=[C:30]([C:33]3[CH:42]=[CH:41][C:40]4[C:35](=[CH:36][CH:37]=[CH:38][CH:39]=4)[N:34]=3)[N:29]=2)[CH2:24]C1. Product: [N:16]1([S:13]([N:8]2[CH2:9][CH2:24][CH:25]([C:28]3[O:32][N:31]=[C:30]([C:33]4[CH:42]=[CH:41][C:40]5[C:35](=[CH:36][CH:37]=[CH:38][CH:39]=5)[N:34]=4)[N:29]=3)[CH2:11][CH2:12]2)(=[O:14])=[O:15])[CH:20]=[CH:19][N:18]=[CH:17]1. The catalyst class is: 210. (2) Reactant: [CH3:1][N:2]([CH2:13][CH:14]1[CH2:18][CH2:17][N:16]([CH3:19])[CH2:15]1)[C:3]1[O:4][C:5]2[CH:11]=[CH:10][C:9]([NH2:12])=[CH:8][C:6]=2[N:7]=1.[F:20][C:21]1[CH:26]=[CH:25][C:24]([C:27]2[CH:32]=[CH:31][C:30]([C:33](O)=[O:34])=[CH:29][CH:28]=2)=[CH:23][CH:22]=1.CN(C(ON1N=NC2C=CC=NC1=2)=[N+](C)C)C.F[P-](F)(F)(F)(F)F. Product: [CH3:1][N:2]([CH2:13][CH:14]1[CH2:18][CH2:17][N:16]([CH3:19])[CH2:15]1)[C:3]1[O:4][C:5]2[CH:11]=[CH:10][C:9]([NH:12][C:33]([C:30]3[CH:29]=[CH:28][C:27]([C:24]4[CH:25]=[CH:26][C:21]([F:20])=[CH:22][CH:23]=4)=[CH:32][CH:31]=3)=[O:34])=[CH:8][C:6]=2[N:7]=1. The catalyst class is: 2. (3) Reactant: [Cl:1][C:2]1[N:3]=[CH:4][NH:5][C:6]=1[Cl:7].[OH-].[K+].[Br:10][CH2:11][C:12]1[CH:25]=[C:24]2[C:26]3=[C:27]4[C:17]([CH:18]=[CH:19][CH:20]=[C:21]4[CH:22]=[CH:23]2)=[CH:16][CH:15]=[C:14]3[CH:13]=1. Product: [Br-:10].[CH:25]1[C:24]2[C:26]3=[C:27]4[C:21](=[CH:22][CH:23]=2)[CH:20]=[CH:19][CH:18]=[C:17]4[CH:16]=[CH:15][C:14]3=[CH:13][C:12]=1[CH2:11][N+:3]1[C:2]([Cl:1])=[C:6]([Cl:7])[N:5]([CH2:11][C:12]2[CH:25]=[C:24]3[C:26]4=[C:27]5[C:17]([CH:18]=[CH:19][CH:20]=[C:21]5[CH:22]=[CH:23]3)=[CH:16][CH:15]=[C:14]4[CH:13]=2)[CH:4]=1. The catalyst class is: 10. (4) Reactant: [CH2:1]1[C:10]2[C:5](=[CH:6][C:7]([NH:11][C:12](=[O:21])[O:13][CH2:14][C:15]3[CH:20]=[CH:19][CH:18]=[CH:17][CH:16]=3)=[CH:8][CH:9]=2)[CH2:4][CH2:3][NH:2]1.F[C:23](F)(F)C([O-])=O.C=O.C(O[BH-](OC(=O)C)OC(=O)C)(=O)C.[Na+].C(=O)([O-])O.[Na+]. Product: [CH3:23][N:2]1[CH2:3][CH2:4][C:5]2[C:10](=[CH:9][CH:8]=[C:7]([NH:11][C:12](=[O:21])[O:13][CH2:14][C:15]3[CH:20]=[CH:19][CH:18]=[CH:17][CH:16]=3)[CH:6]=2)[CH2:1]1. The catalyst class is: 130. (5) Reactant: [CH2:1]([O:8][C@H:9]1[C@H:16]([O:17][CH2:18][C:19]2[CH:24]=[CH:23][CH:22]=[CH:21][CH:20]=2)[C@@H:15]([CH2:25][O:26][CH2:27][C:28]2[CH:33]=[CH:32][C:31]([Cl:34])=[CH:30][CH:29]=2)[O:14][C@@H:11]([O:12][CH3:13])[C@@H:10]1[OH:35])[C:2]1[CH:7]=[CH:6][CH:5]=[CH:4][CH:3]=1.[C:36](OC(=O)C)(=[O:38])[CH3:37]. Product: [C:36]([O:35][C@@H:10]1[C@@H:9]([O:8][CH2:1][C:2]2[CH:7]=[CH:6][CH:5]=[CH:4][CH:3]=2)[C@H:16]([O:17][CH2:18][C:19]2[CH:24]=[CH:23][CH:22]=[CH:21][CH:20]=2)[C@@H:15]([CH2:25][O:26][CH2:27][C:28]2[CH:29]=[CH:30][C:31]([Cl:34])=[CH:32][CH:33]=2)[O:14][C@H:11]1[O:12][CH3:13])(=[O:38])[CH3:37]. The catalyst class is: 64. (6) Reactant: [C:1]([C:5]1[CH:10]=[CH:9][CH:8]=[CH:7][C:6]=1[N:11]1[CH2:16][CH2:15][N:14]([C:17](=[O:30])[C:18]([N:20]2[CH2:25][CH2:24][CH:23]([C:26]([O:28]C)=[O:27])[CH2:22][CH2:21]2)=[O:19])[CH2:13][CH2:12]1)([CH3:4])([CH3:3])[CH3:2].[OH-].[Li+].Cl. Product: [C:1]([C:5]1[CH:10]=[CH:9][CH:8]=[CH:7][C:6]=1[N:11]1[CH2:16][CH2:15][N:14]([C:17](=[O:30])[C:18]([N:20]2[CH2:25][CH2:24][CH:23]([C:26]([OH:28])=[O:27])[CH2:22][CH2:21]2)=[O:19])[CH2:13][CH2:12]1)([CH3:4])([CH3:2])[CH3:3]. The catalyst class is: 1. (7) Reactant: [NH:1]1[CH2:6][CH2:5][CH:4]([CH2:7][OH:8])[CH2:3][CH2:2]1.[C:9](O[C:9]([O:11][C:12]([CH3:15])([CH3:14])[CH3:13])=[O:10])([O:11][C:12]([CH3:15])([CH3:14])[CH3:13])=[O:10].CCOCC. Product: [OH:8][CH2:7][CH:4]1[CH2:5][CH2:6][N:1]([C:9]([O:11][C:12]([CH3:15])([CH3:14])[CH3:13])=[O:10])[CH2:2][CH2:3]1. The catalyst class is: 2.